Dataset: Reaction yield outcomes from USPTO patents with 853,638 reactions. Task: Predict the reaction yield, written as a fraction of the theoretical maximum amount of product (1.0 means a 100% yield; for example, 0.34 means a 34% yield). (1) The reactants are [CH3:1][O:2][C:3]1[CH:4]=[CH:5][CH:6]=[C:7]2[C:11]=1[C:10](=[N:12]O)[CH2:9][CH2:8]2.[H][H]. The catalyst is O1CCCC1.CO.[Ni]. The product is [CH3:1][O:2][C:3]1[CH:4]=[CH:5][CH:6]=[C:7]2[C:11]=1[CH:10]([NH2:12])[CH2:9][CH2:8]2. The yield is 0.970. (2) The catalyst is C(Cl)Cl. The reactants are [Cl:1][C:2]1[CH:7]=[CH:6][CH:5]=[CH:4][C:3]=1[NH:8][C:9]([C:11]1[CH:12]=[N:13][N:14]2[C:19]([C:20]([OH:22])=O)=[CH:18][C:17]([C:23](=[O:34])[NH:24][CH2:25][C:26]3[CH:31]=[CH:30][C:29]([F:32])=[C:28]([F:33])[CH:27]=3)=[N:16][C:15]=12)=[O:10].[C:35](Cl)(=[O:39])[C:36](Cl)=O.F[C:42]1[CH:43]=[C:44]([CH:47]=[CH:48]C=1F)[CH2:45][NH2:46].C(N(CC)CC)C.CN([CH:61]=[O:62])C. The yield is 0.190. The product is [CH3:61][O:62][C:35](=[O:39])[C:36]1[CH:48]=[CH:47][C:44]([CH2:45][NH:46][C:20]([C:19]2[N:14]3[N:13]=[CH:12][C:11]([C:9](=[O:10])[NH:8][C:3]4[CH:4]=[CH:5][CH:6]=[CH:7][C:2]=4[Cl:1])=[C:15]3[N:16]=[C:17]([C:23](=[O:34])[NH:24][CH2:25][C:26]3[CH:31]=[CH:30][C:29]([F:32])=[C:28]([F:33])[CH:27]=3)[CH:18]=2)=[O:22])=[CH:43][CH:42]=1. (3) The reactants are CC1OC(=O)O[C:3]=1[CH2:8][O:9][C:10](=[O:29])[C@H:11]([OH:28])[CH2:12][C@H:13]([NH2:27])[CH2:14][C:15]1[CH:20]=[CH:19][C:18]([C:21]2[CH:26]=[CH:25][CH:24]=[CH:23][CH:22]=2)=[CH:17][CH:16]=1.OC1C=C(C(O)=O)ON=1.CCN(C(C)C)C(C)C. The catalyst is CN(C=O)C. The product is [CH2:8]([O:9][C:10](=[O:29])[C@H:11]([OH:28])[CH2:12][C@H:13]([NH2:27])[CH2:14][C:15]1[CH:16]=[CH:17][C:18]([C:21]2[CH:22]=[CH:23][CH:24]=[CH:25][CH:26]=2)=[CH:19][CH:20]=1)[CH3:3]. The yield is 0.980. (4) The reactants are [Cl:1][C:2]1[CH:3]=[C:4]2[C:8](=[CH:9][CH:10]=1)[C:7](=[O:11])[NH:6][C:5]2([CH3:13])[CH3:12].[I:14][C:15]1[CH:16]=[N:17][CH:18]=[C:19](I)[CH:20]=1.[C@H]1(N)CCCC[C@@H]1N.[O-]P([O-])([O-])=O.[K+].[K+].[K+]. The catalyst is O1CCOCC1.[Cu]I.O. The product is [Cl:1][C:2]1[CH:3]=[C:4]2[C:8](=[CH:9][CH:10]=1)[C:7](=[O:11])[N:6]([C:19]1[CH:18]=[N:17][CH:16]=[C:15]([I:14])[CH:20]=1)[C:5]2([CH3:13])[CH3:12]. The yield is 0.620. (5) The reactants are Cl.[CH2:2]([O:9][C:10](=[O:16])[C@H:11]1[CH2:15][CH2:14][CH2:13][NH:12]1)[C:3]1[CH:8]=[CH:7][CH:6]=[CH:5][CH:4]=1.[C@H:17]1([C:26]([OH:28])=O)[CH2:22][CH2:21][C@@H:20]([C:23]([OH:25])=O)[CH2:19][CH2:18]1. The catalyst is CCOC(C)=O. The product is [CH2:2]([O:9][C:10]([C@H:11]1[CH2:15][CH2:14][CH2:13][N:12]1[C:26]([C@H:17]1[CH2:18][CH2:19][C@@H:20]([C:23]([N:12]2[CH2:13][CH2:14][CH2:15][C@@H:11]2[C:10]([O:9][CH2:2][C:3]2[CH:8]=[CH:7][CH:6]=[CH:5][CH:4]=2)=[O:16])=[O:25])[CH2:21][CH2:22]1)=[O:28])=[O:16])[C:3]1[CH:4]=[CH:5][CH:6]=[CH:7][CH:8]=1. The yield is 0.910. (6) The reactants are [CH3:1][O:2][C:3]1[CH:10]=[CH:9][C:6]([CH2:7][NH2:8])=[CH:5][CH:4]=1.F[C:12]1[CH:20]=[N:19][CH:18]=[CH:17][C:13]=1[C:14]([OH:16])=[O:15]. No catalyst specified. The product is [CH3:1][O:2][C:3]1[CH:10]=[CH:9][C:6]([CH2:7][NH:8][C:17]2[CH:18]=[N:19][CH:20]=[CH:12][C:13]=2[C:14]([OH:16])=[O:15])=[CH:5][CH:4]=1. The yield is 0.260.